Dataset: Forward reaction prediction with 1.9M reactions from USPTO patents (1976-2016). Task: Predict the product of the given reaction. (1) The product is: [CH2:34]([N:38]1[CH2:43][CH2:42][N:41]([C:1](=[NH:2])[C:3]2[CH:4]=[CH:5][C:6]([NH:9][C:10](=[O:33])[NH:11][C:12]3[CH:13]=[CH:14][C:15]([S:18]([NH:21][CH2:22][C:23]4[CH:28]=[CH:27][C:26]([S:29](=[O:31])(=[O:32])[NH2:30])=[CH:25][CH:24]=4)(=[O:20])=[O:19])=[CH:16][CH:17]=3)=[CH:7][CH:8]=2)[CH2:40][CH2:39]1)[CH2:35][CH2:36][CH3:37]. Given the reactants [C:1]([C:3]1[CH:8]=[CH:7][C:6]([NH:9][C:10](=[O:33])[NH:11][C:12]2[CH:17]=[CH:16][C:15]([S:18]([NH:21][CH2:22][C:23]3[CH:28]=[CH:27][C:26]([S:29](=[O:32])(=[O:31])[NH2:30])=[CH:25][CH:24]=3)(=[O:20])=[O:19])=[CH:14][CH:13]=2)=[CH:5][CH:4]=1)#[N:2].[CH2:34]([N:38]1[CH2:43][CH2:42][NH:41][CH2:40][CH2:39]1)[CH2:35][CH2:36][CH3:37], predict the reaction product. (2) Given the reactants FC(F)(F)S(OC1[CH:12]=[CH:11][C:10]([CH2:13][CH:14]2[CH2:19][N:18]([CH2:20][C:21]3[CH:26]=[CH:25][CH:24]=[CH:23][CH:22]=3)[CH2:17][CH2:16][N:15]2[C:27]([C:29]2[CH:33]=[C:32]([CH3:34])[N:31]([C:35]3[CH:40]=[CH:39][CH:38]=[CH:37][CH:36]=3)[C:30]=2[C:41]2[CH:46]=[CH:45][CH:44]=[CH:43][CH:42]=2)=[O:28])=[CH:9][CH:8]=1)(=O)=O.C(N(CC)CC)C.[C:56]([O:59][CH2:60][CH3:61])(=[O:58])[CH3:57], predict the reaction product. The product is: [CH2:60]([O:59][C:56](=[O:58])[C:57]1[CH:8]=[CH:9][C:10]([CH2:13][CH:14]2[CH2:19][N:18]([CH2:20][C:21]3[CH:22]=[CH:23][CH:24]=[CH:25][CH:26]=3)[CH2:17][CH2:16][N:15]2[C:27]([C:29]2[CH:33]=[C:32]([CH3:34])[N:31]([C:35]3[CH:36]=[CH:37][CH:38]=[CH:39][CH:40]=3)[C:30]=2[C:41]2[CH:46]=[CH:45][CH:44]=[CH:43][CH:42]=2)=[O:28])=[CH:11][CH:12]=1)[CH3:61]. (3) Given the reactants [N:1]1[CH:6]=[CH:5][CH:4]=[CH:3][C:2]=1[OH:7].Br[C:9]1[S:10][C:11]([C:28]#[N:29])=[C:12]([C:14]2[CH:15]=[N:16][N:17]([CH2:19][C:20]3[CH:25]=[CH:24][C:23]([O:26][CH3:27])=[CH:22][CH:21]=3)[CH:18]=2)[N:13]=1, predict the reaction product. The product is: [CH3:27][O:26][C:23]1[CH:22]=[CH:21][C:20]([CH2:19][N:17]2[CH:18]=[C:14]([C:12]3[N:13]=[C:9]([O:7][C:2]4[CH:3]=[CH:4][CH:5]=[CH:6][N:1]=4)[S:10][C:11]=3[C:28]#[N:29])[CH:15]=[N:16]2)=[CH:25][CH:24]=1.